From a dataset of Reaction yield outcomes from USPTO patents with 853,638 reactions. Predict the reaction yield, written as a fraction of the theoretical maximum amount of product (1.0 means a 100% yield; for example, 0.34 means a 34% yield). (1) The reactants are [CH3:1][C:2]1[CH:6]=[C:5]([NH:7][S:8]([C:11]2[CH:16]=[CH:15][C:14](Br)=[CH:13][CH:12]=2)(=[O:10])=[O:9])[O:4][N:3]=1.[CH2:18]1[O:26][C:25]2[CH:24]=[CH:23][C:22](B(O)O)=[CH:21][C:20]=2[O:19]1. No catalyst specified. The product is [CH3:1][C:2]1[CH:6]=[C:5]([NH:7][S:8]([C:11]2[CH:16]=[CH:15][C:14]([C:23]3[CH:22]=[CH:21][C:20]4[O:19][CH2:18][O:26][C:25]=4[CH:24]=3)=[CH:13][CH:12]=2)(=[O:10])=[O:9])[O:4][N:3]=1. The yield is 0.670. (2) The reactants are [Cl:1][C:2]1[C:3]([N:8]2[C:12]([C:13]3[O:26][C:25](=[O:27])[C:24]4[C:23]5[C:18](=[CH:19][CH:20]=[CH:21][N:22]=5)[CH:17]=[CH:16][C:15]=4[N:14]=3)=[CH:11][C:10]([C:28]([F:31])([F:30])[F:29])=[N:9]2)=[N:4][CH:5]=[CH:6][CH:7]=1.[C:32](#[N:34])C.O.CN. The catalyst is [Cl-].[Na+].O. The product is [CH3:32][NH:34][C:25]([C:24]1[C:15]([NH:14][C:13]([C:12]2[N:8]([C:3]3[C:2]([Cl:1])=[CH:7][CH:6]=[CH:5][N:4]=3)[N:9]=[C:10]([C:28]([F:30])([F:31])[F:29])[CH:11]=2)=[O:26])=[CH:16][CH:17]=[C:18]2[C:23]=1[N:22]=[CH:21][CH:20]=[CH:19]2)=[O:27]. The yield is 0.620.